From a dataset of Full USPTO retrosynthesis dataset with 1.9M reactions from patents (1976-2016). Predict the reactants needed to synthesize the given product. (1) Given the product [Br:11][C:12]1[CH:17]=[CH:16][C:15]([C:18](=[O:20])/[CH:19]=[C:3](/[N:6]([CH3:7])[CH3:8])\[CH2:4][CH3:5])=[C:14]([F:21])[CH:13]=1, predict the reactants needed to synthesize it. The reactants are: CO[C:3](OC)([N:6]([CH3:8])[CH3:7])[CH2:4][CH3:5].[Br:11][C:12]1[CH:17]=[CH:16][C:15]([C:18](=[O:20])[CH3:19])=[C:14]([F:21])[CH:13]=1. (2) The reactants are: [CH2:1]([C:8]1[CH:9]=[C:10](Cl)[C:11]2[O:20][C:19]3[CH2:18][CH2:17][N:16]([C:21]([O:23][C:24]([CH3:27])([CH3:26])[CH3:25])=[O:22])[CH2:15][C:14]=3[C:12]=2[CH:13]=1)[C:2]1[CH:7]=[CH:6][CH:5]=[CH:4][CH:3]=1.C1([OH:35])C=CC=CC=1. Given the product [CH2:1]([C:8]1[CH:9]=[C:10]([OH:35])[C:11]2[O:20][C:19]3[CH2:18][CH2:17][N:16]([C:21]([O:23][C:24]([CH3:27])([CH3:26])[CH3:25])=[O:22])[CH2:15][C:14]=3[C:12]=2[CH:13]=1)[C:2]1[CH:7]=[CH:6][CH:5]=[CH:4][CH:3]=1, predict the reactants needed to synthesize it. (3) Given the product [CH3:1][O:31][C:30]([CH:15]1[CH2:16][N:17]([C:20]([O:22][CH2:23][C:24]2[CH:29]=[CH:28][CH:27]=[CH:26][CH:25]=2)=[O:21])[CH2:18][CH2:19][N:14]1[C:12]([O:11][C:7]([CH3:10])([CH3:8])[CH3:9])=[O:13])=[O:32], predict the reactants needed to synthesize it. The reactants are: [C:1]([O-])([O-])=O.[K+].[K+].[C:7]([O:11][C:12]([N:14]1[CH2:19][CH2:18][N:17]([C:20]([O:22][CH2:23][C:24]2[CH:29]=[CH:28][CH:27]=[CH:26][CH:25]=2)=[O:21])[CH2:16][CH:15]1[C:30]([OH:32])=[O:31])=[O:13])([CH3:10])([CH3:9])[CH3:8].CI.